Predict the reaction yield, written as a fraction of the theoretical maximum amount of product (1.0 means a 100% yield; for example, 0.34 means a 34% yield). From a dataset of Reaction yield outcomes from USPTO patents with 853,638 reactions. (1) The reactants are C(OC([N:8]1[CH2:13][CH2:12][N:11]([CH2:14][C:15]2[CH:16]=[C:17]([CH:46]=[CH:47][CH:48]=2)[C:18]([O:20][C:21]2[CH:22]=[CH:23][C:24]3[C:30]4[C:31]([O:39][CH3:40])=[C:32]([O:37][CH3:38])[C:33]([O:35][CH3:36])=[CH:34][C:29]=4[CH2:28][CH2:27][C@H:26]([NH:41][C:42](=[O:44])[CH3:43])[C:25]=3[CH:45]=2)=[O:19])[CH2:10][CH2:9]1)=O)(C)(C)C.Cl.CCOCC. The catalyst is ClCCl. The product is [N:11]1([CH2:14][C:15]2[CH:16]=[C:17]([CH:46]=[CH:47][CH:48]=2)[C:18]([O:20][C:21]2[CH:22]=[CH:23][C:24]3[C:30]4[C:31]([O:39][CH3:40])=[C:32]([O:37][CH3:38])[C:33]([O:35][CH3:36])=[CH:34][C:29]=4[CH2:28][CH2:27][C@H:26]([NH:41][C:42](=[O:44])[CH3:43])[C:25]=3[CH:45]=2)=[O:19])[CH2:10][CH2:9][NH:8][CH2:13][CH2:12]1. The yield is 0.550. (2) The reactants are [CH2:1]([OH:4])[CH2:2][OH:3].[H-].[Na+].Br[CH2:8][C:9]1[CH:14]=[CH:13][CH:12]=[C:11]([F:15])[CH:10]=1.O. The catalyst is C1COCC1.CCOC(C)=O. The product is [F:15][C:11]1[CH:10]=[C:9]([CH2:8][O:3][CH2:2][CH2:1][OH:4])[CH:14]=[CH:13][CH:12]=1. The yield is 0.250. (3) The reactants are [NH:1]1[C:9]2[C:4](=[N:5][CH:6]=[CH:7][CH:8]=2)[CH2:3][C:2]1=[O:10].[Li+].C[Si]([N-][Si](C)(C)C)(C)C.C1COCC1.[C:26]1([C:35]2[C:30](=[CH:31][CH:32]=[CH:33][CH:34]=2)[CH2:29][O:28]1)=O.Cl.C([O-])(O)=O.[Na+]. The catalyst is CN(C)C=O.O. The product is [C:26]1(=[C:3]2[C:4]3=[N:5][CH:6]=[CH:7][CH:8]=[C:9]3[NH:1][C:2]2=[O:10])[C:35]2[C:30](=[CH:31][CH:32]=[CH:33][CH:34]=2)[CH2:29][O:28]1. The yield is 0.160. (4) The reactants are [F:1][C:2]1[CH:7]=[CH:6][CH:5]=[C:4]([O:8][C:9]2[CH:14]=[CH:13][C:12]([CH:15]([F:20])[C:16](F)([F:18])[F:17])=[CH:11][C:10]=2[O:21][CH3:22])[N:3]=1.[Li+].C[Si]([N-][Si](C)(C)C)(C)C. The catalyst is C1COCC1. The product is [F:1][C:2]1[CH:7]=[CH:6][CH:5]=[C:4]([O:8][C:9]2[CH:14]=[CH:13][C:12]([C:15]([F:20])=[C:16]([F:17])[F:18])=[CH:11][C:10]=2[O:21][CH3:22])[N:3]=1. The yield is 0.430. (5) The reactants are [C:1]([O:4][C:5]1[CH:6]=[CH:7][C:8]2[CH2:9][C@H:10]3[N:22]([CH2:23][CH:24]4[CH2:26][CH2:25]4)[CH2:21][CH2:20][C@:16]45[C:17]=2[C:18]=1[O:19][C@H:15]4[C@H:14]([N:27]1[C:31](=[O:32])[CH:30]=[CH:29][C:28]1=[O:33])[CH2:13][CH2:12][C@@:11]35[OH:34])(=[O:3])[CH3:2].[N+]([CH2:38][C:39]1[CH:44]=[CH:43][CH:42]=[CH:41][CH:40]=1)([O-])=O.C1CCN2C(=NCCC2)CC1.C(=O)([O-])O.[Na+]. The catalyst is C1COCC1. The product is [C:1]([O:4][C:5]1[CH:6]=[CH:7][C:8]2[CH2:9][C@H:10]3[N:22]([CH2:23][CH:24]4[CH2:25][CH2:26]4)[CH2:21][CH2:20][C@:16]45[C:17]=2[C:18]=1[O:19][C@H:15]4[C@H:14]([N:27]1[C:31](=[O:32])[CH2:30][C:29](=[CH:38][C:39]2[CH:44]=[CH:43][CH:42]=[CH:41][CH:40]=2)[C:28]1=[O:33])[CH2:13][CH2:12][C@@:11]35[OH:34])(=[O:3])[CH3:2]. The yield is 0.820. (6) The reactants are C(O[C:6]([N:8]1[CH2:13][CH2:12][N:11](C2C(=O)N(CC(C)C)N=C(C3C=CC(C)=C(F)C=3)C=2C)[CH2:10][CH2:9]1)=O)(C)(C)C.[CH:34]1([CH2:39][N:40]2[C:45](=[O:46])[C:44]([CH2:47]OS(C)(=O)=O)=[CH:43][C:42]([C:53]3[CH:58]=[CH:57][C:56]([O:59][CH3:60])=[C:55]([F:61])[CH:54]=3)=[N:41]2)[CH2:38][CH2:37][CH2:36][CH2:35]1.CN1CCNCC1. No catalyst specified. The product is [CH:34]1([CH2:39][N:40]2[C:45](=[O:46])[C:44]([CH2:47][N:11]3[CH2:12][CH2:13][N:8]([CH3:6])[CH2:9][CH2:10]3)=[CH:43][C:42]([C:53]3[CH:58]=[CH:57][C:56]([O:59][CH3:60])=[C:55]([F:61])[CH:54]=3)=[N:41]2)[CH2:38][CH2:37][CH2:36][CH2:35]1. The yield is 0.614. (7) No catalyst specified. The reactants are [Br:1][C:2]1[CH:7]=[CH:6][CH:5]=[C:4]([F:8])[C:3]=1[CH2:9][C:10]#N.S(=O)(=O)(O)[OH:13].[CH2:17]([OH:19])[CH3:18]. The product is [Br:1][C:2]1[CH:7]=[CH:6][CH:5]=[C:4]([F:8])[C:3]=1[CH2:9][C:10]([O:19][CH2:17][CH3:18])=[O:13]. The yield is 1.00.